This data is from Reaction yield outcomes from USPTO patents with 853,638 reactions. The task is: Predict the reaction yield, written as a fraction of the theoretical maximum amount of product (1.0 means a 100% yield; for example, 0.34 means a 34% yield). (1) The reactants are Cl[C:2]1[N:7]=[C:6]([NH:8][CH2:9][CH2:10][CH3:11])[N:5]=[C:4]([NH:12][CH2:13][CH2:14][CH3:15])[N:3]=1.Cl.[CH:17]([NH:20][OH:21])([CH3:19])[CH3:18]. No catalyst specified. The product is [CH2:13]([NH:12][C:4]1[N:5]=[C:6]([NH:8][CH2:9][CH2:10][CH3:11])[N:7]=[C:2]([N:20]([CH:17]([CH3:19])[CH3:18])[OH:21])[N:3]=1)[CH2:14][CH3:15]. The yield is 0.610. (2) The reactants are FC(F)(F)S(O[C:7]1[CH:12]=[CH:11][C:10]([C:13]2[N:17]([C:18]3[CH:23]=[CH:22][C:21]([S:24]([CH3:27])(=[O:26])=[O:25])=[C:20]([F:28])[CH:19]=3)[N:16]=[C:15]([C:29]([F:32])([F:31])[F:30])[CH:14]=2)=[CH:9][C:8]=1[CH2:33][CH3:34])(=O)=O.C([Sn](CCCC)(CCCC)[C:42]1[N:43]=[CH:44][S:45][CH:46]=1)CCC.[Cl-].[Li+]. The catalyst is O1CCOCC1.C(OCC)(=O)C.C1C=CC([P]([Pd]([P](C2C=CC=CC=2)(C2C=CC=CC=2)C2C=CC=CC=2)([P](C2C=CC=CC=2)(C2C=CC=CC=2)C2C=CC=CC=2)[P](C2C=CC=CC=2)(C2C=CC=CC=2)C2C=CC=CC=2)(C2C=CC=CC=2)C2C=CC=CC=2)=CC=1. The product is [CH2:33]([C:8]1[CH:9]=[C:10]([C:13]2[N:17]([C:18]3[CH:23]=[CH:22][C:21]([S:24]([CH3:27])(=[O:26])=[O:25])=[C:20]([F:28])[CH:19]=3)[N:16]=[C:15]([C:29]([F:32])([F:31])[F:30])[CH:14]=2)[CH:11]=[CH:12][C:7]=1[C:42]1[N:43]=[CH:44][S:45][CH:46]=1)[CH3:34]. The yield is 0.0500. (3) The reactants are [C:1]([NH:9][C:10]1[C:11](=[O:27])[N:12]([C@@H:16]([CH2:20][C:21]2[CH:26]=[CH:25][CH:24]=[CH:23][CH:22]=2)[C:17](O)=[O:18])[CH:13]=[CH:14][CH:15]=1)(=[O:8])[C:2]1[CH:7]=[CH:6][CH:5]=[CH:4][CH:3]=1.[C:28]([O:32][C:33](=[O:41])[CH2:34][CH:35]([NH2:40])[CH:36]([OH:39])[CH2:37][F:38])([CH3:31])([CH3:30])[CH3:29].C1C=CC2N(O)N=NC=2C=1.C(Cl)CCl. The catalyst is CN(C1C=CN=CC=1)C.C1COCC1. The product is [C:28]([O:32][C:33](=[O:41])[CH2:34][CH:35]([NH:40][C:17](=[O:18])[C@@H:16]([N:12]1[CH:13]=[CH:14][CH:15]=[C:10]([NH:9][C:1](=[O:8])[C:2]2[CH:3]=[CH:4][CH:5]=[CH:6][CH:7]=2)[C:11]1=[O:27])[CH2:20][C:21]1[CH:26]=[CH:25][CH:24]=[CH:23][CH:22]=1)[CH:36]([OH:39])[CH2:37][F:38])([CH3:31])([CH3:29])[CH3:30]. The yield is 0.320. (4) The reactants are [C:1]1(=O)[CH2:5][CH2:4][CH2:3][CH2:2]1.[CH2:7]([O:9][C:10]([C@H:12]1[C@@H:17]([NH2:18])[C@H:16]2[CH2:19][C@@H:13]1[CH2:14][CH2:15]2)=[O:11])[CH3:8].C([BH3-])#N.[Na+].C(=O)(O)[O-].[Na+]. The catalyst is CO.C(O)(=O)C. The product is [CH2:7]([O:9][C:10]([C@H:12]1[C@@H:17]([NH:18][CH:1]2[CH2:5][CH2:4][CH2:3][CH2:2]2)[C@H:16]2[CH2:19][C@@H:13]1[CH2:14][CH2:15]2)=[O:11])[CH3:8]. The yield is 0.750. (5) The reactants are [O:1]1[CH2:6][CH2:5]O[CH2:3][CH2:2]1.Br[C:8]1[CH:9]=[C:10]([CH:13]=[CH:14][CH:15]=1)[CH:11]=[O:12].C([Sn](CCCC)(CCCC)C1OC=CC=1)CCC.[F-].[K+]. The catalyst is Cl[Pd](Cl)([P](C1C=CC=CC=1)(C1C=CC=CC=1)C1C=CC=CC=1)[P](C1C=CC=CC=1)(C1C=CC=CC=1)C1C=CC=CC=1.C(OCC)(=O)C. The product is [O:1]1[CH:6]=[CH:5][CH:3]=[C:2]1[C:8]1[CH:9]=[C:10]([CH:13]=[CH:14][CH:15]=1)[CH:11]=[O:12]. The yield is 0.860. (6) The reactants are [CH3:1][C:2]1[N:3]=[C:4]([CH2:16][CH2:17][CH3:18])[N:5]([C:7]2[S:11][CH:10]=[N:9][C:8]=2[NH:12][C:13](=O)[CH3:14])[CH:6]=1.O=P12OP3(OP(OP(O3)(O1)=O)(=O)O2)=O.O=P(Cl)(Cl)Cl. No catalyst specified. The product is [CH3:14][C:13]1[C:6]2[N:5]([C:4]([CH2:16][CH2:17][CH3:18])=[N:3][C:2]=2[CH3:1])[C:7]2[S:11][CH:10]=[N:9][C:8]=2[N:12]=1. The yield is 0.671.